This data is from Forward reaction prediction with 1.9M reactions from USPTO patents (1976-2016). The task is: Predict the product of the given reaction. (1) The product is: [NH2:30][C:28]1[CH:27]=[CH:26][C:24]2[N:25]=[C:21]([C:19]([NH:18][C@@H:11]([C:12]3[CH:17]=[CH:16][CH:15]=[CH:14][CH:13]=3)[C:10]([N:9]([CH2:8][C:7]3[CH:35]=[CH:36][C:4]([F:3])=[CH:5][CH:6]=3)[CH3:34])=[O:33])=[O:20])[S:22][C:23]=2[CH:29]=1. Given the reactants [NH4+].[Cl-].[F:3][C:4]1[CH:36]=[CH:35][C:7]([CH2:8][N:9]([CH3:34])[C:10](=[O:33])[C@@H:11]([NH:18][C:19]([C:21]2[S:22][C:23]3[CH:29]=[C:28]([N+:30]([O-])=O)[CH:27]=[CH:26][C:24]=3[N:25]=2)=[O:20])[C:12]2[CH:17]=[CH:16][CH:15]=[CH:14][CH:13]=2)=[CH:6][CH:5]=1, predict the reaction product. (2) Given the reactants [O:1]1[C:5]2([CH2:10][CH2:9][NH:8][CH2:7][CH2:6]2)[O:4][CH2:3][CH2:2]1.F[C:12]1[CH:17]=[CH:16][C:15]([S:18]([NH:21][CH2:22][CH2:23][OH:24])(=[O:20])=[O:19])=[CH:14][CH:13]=1, predict the reaction product. The product is: [O:1]1[C:5]2([CH2:10][CH2:9][N:8]([C:12]3[CH:17]=[CH:16][C:15]([S:18]([NH:21][CH2:22][CH2:23][OH:24])(=[O:20])=[O:19])=[CH:14][CH:13]=3)[CH2:7][CH2:6]2)[O:4][CH2:3][CH2:2]1. (3) Given the reactants [Cl:1][C:2]1[CH:3]=[C:4]([CH:14]=[CH:15][C:16]=1[C:17]([F:20])([F:19])[F:18])[O:5]CC(OC(C)(C)C)=O.FC(F)(F)C(O)=O, predict the reaction product. The product is: [Cl:1][C:2]1[CH:3]=[C:4]([OH:5])[CH:14]=[CH:15][C:16]=1[C:17]([F:19])([F:20])[F:18]. (4) Given the reactants [CH3:1][N:2]([C:7]1[CH:16]=[CH:15][CH:14]=[CH:13][C:8]=1[C:9](OC)=[O:10])[S:3]([CH3:6])(=[O:5])=[O:4].CC(C[AlH]CC(C)C)C.C1(C)C=CC=CC=1, predict the reaction product. The product is: [OH:10][CH2:9][C:8]1[CH:13]=[CH:14][CH:15]=[CH:16][C:7]=1[N:2]([CH3:1])[S:3]([CH3:6])(=[O:5])=[O:4]. (5) Given the reactants Cl[C:2]1[N:7]=[CH:6][C:5]([CH2:8][C:9]([NH2:11])=[O:10])=[C:4]([NH:12][CH2:13][C:14]2[CH:19]=[C:18]([F:20])[CH:17]=[C:16]([F:21])[CH:15]=2)[CH:3]=1.[O:22]1[CH2:27][CH2:26][CH:25]([C:28]2[CH:34]=[CH:33][C:31]([NH2:32])=[CH:30][CH:29]=2)[CH2:24][CH2:23]1.ClCCl.CC(C)([O-])C.[Na+], predict the reaction product. The product is: [F:21][C:16]1[CH:15]=[C:14]([CH:19]=[C:18]([F:20])[CH:17]=1)[CH2:13][NH:12][C:4]1[CH:3]=[C:2]([NH:32][C:31]2[CH:33]=[CH:34][C:28]([CH:25]3[CH2:24][CH2:23][O:22][CH2:27][CH2:26]3)=[CH:29][CH:30]=2)[N:7]=[CH:6][C:5]=1[CH2:8][C:9]([NH2:11])=[O:10]. (6) Given the reactants [H-].[Na+].[Cl:3][C:4]1[CH:5]=[CH:6][C:7]([C:35]#[N:36])=[C:8]([C:10]2[C:15]([O:16][CH3:17])=[CH:14][N:13]([CH:18]([CH2:29][C:30]([CH3:33])([CH3:32])[CH3:31])[C:19]([O:21]CC3C=CC=CC=3)=[O:20])[C:12](=[O:34])[CH:11]=2)[CH:9]=1, predict the reaction product. The product is: [Cl:3][C:4]1[CH:5]=[CH:6][C:7]([C:35]#[N:36])=[C:8]([C:10]2[C:15]([O:16][CH3:17])=[CH:14][N:13]([CH:18]([CH2:29][C:30]([CH3:32])([CH3:33])[CH3:31])[C:19]([OH:21])=[O:20])[C:12](=[O:34])[CH:11]=2)[CH:9]=1.